This data is from Full USPTO retrosynthesis dataset with 1.9M reactions from patents (1976-2016). The task is: Predict the reactants needed to synthesize the given product. (1) Given the product [Cl:18][C:11]1[CH:10]=[C:9](/[CH:8]=[C:4]2/[C:5](=[O:7])[N:6]3[CH:20]=[C:21]([C:23]4[CH:28]=[CH:27][CH:26]=[C:25]([N:29]5[CH2:30][CH2:31][O:32][CH2:33][CH2:34]5)[CH:24]=4)[N:1]=[C:2]3[S:3]/2)[CH:14]=[C:13]([O:15][CH3:16])[C:12]=1[OH:17], predict the reactants needed to synthesize it. The reactants are: [NH2:1][C:2]1[S:3]/[C:4](=[CH:8]\[C:9]2[CH:14]=[C:13]([O:15][CH3:16])[C:12]([OH:17])=[C:11]([Cl:18])[CH:10]=2)/[C:5](=[O:7])[N:6]=1.Br[CH2:20][C:21]([C:23]1[CH:28]=[CH:27][CH:26]=[C:25]([N:29]2[CH2:34][CH2:33][O:32][CH2:31][CH2:30]2)[CH:24]=1)=O. (2) Given the product [C:30]([CH2:29][N:25]1[CH2:26][CH2:27][CH:23]([CH:21]([C:17]2[CH:18]=[C:19]3[C:14](=[CH:15][CH:16]=2)[NH:13][C:12]([C:10]([NH:9][C:4]2[CH:5]=[C:6]([F:8])[CH:7]=[C:2]([F:1])[CH:3]=2)=[O:11])=[CH:20]3)[CH3:22])[CH2:24]1)#[N:31], predict the reactants needed to synthesize it. The reactants are: [F:1][C:2]1[CH:3]=[C:4]([NH:9][C:10]([C:12]2[NH:13][C:14]3[C:19]([CH:20]=2)=[CH:18][C:17]([CH:21]([CH:23]2[CH2:27][CH2:26][NH:25][CH2:24]2)[CH3:22])=[CH:16][CH:15]=3)=[O:11])[CH:5]=[C:6]([F:8])[CH:7]=1.Br[CH2:29][C:30]#[N:31].